From a dataset of Reaction yield outcomes from USPTO patents with 853,638 reactions. Predict the reaction yield, written as a fraction of the theoretical maximum amount of product (1.0 means a 100% yield; for example, 0.34 means a 34% yield). (1) The reactants are [OH:1][CH:2]([CH3:6])[C:3]([OH:5])=[O:4].S(=O)(=O)(O)O.[C:12](O)(=[O:14])[CH3:13]. The catalyst is C1(C)C=CC=CC=1. The product is [C:12]([O:1][CH:2]([CH3:6])[C:3]([OH:5])=[O:4])(=[O:14])[CH3:13]. The yield is 0.920. (2) The reactants are [F:1][C:2]1[CH:7]=[C:6]([CH3:8])[CH:5]=[CH:4][C:3]=1[N:9]1[CH2:14][CH2:13][NH:12][CH2:11][CH2:10]1.[N:15]1([C:21]2[CH:29]=[CH:28][C:27]([N+:30]([O-:32])=[O:31])=[CH:26][C:22]=2[C:23](Cl)=[O:24])[CH2:20][CH2:19][O:18][CH2:17][CH2:16]1. No catalyst specified. The product is [F:1][C:2]1[CH:7]=[C:6]([CH3:8])[CH:5]=[CH:4][C:3]=1[N:9]1[CH2:10][CH2:11][N:12]([C:23]([C:22]2[CH:26]=[C:27]([N+:30]([O-:32])=[O:31])[CH:28]=[CH:29][C:21]=2[N:15]2[CH2:20][CH2:19][O:18][CH2:17][CH2:16]2)=[O:24])[CH2:13][CH2:14]1. The yield is 0.700. (3) The reactants are [Cl:1][C:2]1[CH:3]=[CH:4][C:5]([O:23][CH3:24])=[C:6]([CH:22]=1)[C:7]([NH:9][CH2:10][CH2:11][CH:12]1[CH2:17][CH2:16][N:15]([S:18]([NH2:21])(=[O:20])=[O:19])[CH2:14][CH2:13]1)=[O:8].C(=O)([O-])[O-].[Cs+].[Cs+].[CH2:31]([N:34]=[C:35]=[S:36])[CH2:32][CH3:33]. The catalyst is CN1CCCC1=O. The product is [Cl:1][C:2]1[CH:3]=[CH:4][C:5]([O:23][CH3:24])=[C:6]([CH:22]=1)[C:7]([NH:9][CH2:10][CH2:11][CH:12]1[CH2:17][CH2:16][N:15]([S:18]([NH:21][C:35]([NH:34][CH2:31][CH2:32][CH3:33])=[S:36])(=[O:20])=[O:19])[CH2:14][CH2:13]1)=[O:8]. The yield is 0.330. (4) The reactants are O[CH2:2][C@@H:3]([NH:8][C:9]([C:22]1[CH:27]=[CH:26][CH:25]=[CH:24][CH:23]=1)([C:16]1[CH:21]=[CH:20][CH:19]=[CH:18][CH:17]=1)[C:10]1[CH:15]=[CH:14][CH:13]=[CH:12][CH:11]=1)[C:4]([O:6][CH3:7])=[O:5].CS(Cl)(=O)=O.CCN(CC)CC.S([O-])(=O)(=O)C. The catalyst is C(Cl)Cl.COCCOC. The product is [C:9]([N@@:8]1[CH2:2][CH:3]1[C:4]([O:6][CH3:7])=[O:5])([C:10]1[CH:11]=[CH:12][CH:13]=[CH:14][CH:15]=1)([C:22]1[CH:27]=[CH:26][CH:25]=[CH:24][CH:23]=1)[C:16]1[CH:17]=[CH:18][CH:19]=[CH:20][CH:21]=1. The yield is 0.740. (5) The reactants are [CH2:1]([O:3][C:4]([C:6]1[CH:10]=[C:9]([CH3:11])[O:8][C:7]=1[C:12]([F:15])([F:14])[F:13])=[O:5])[CH3:2].[Br:16]N1C(=O)CCC1=O.C(Cl)Cl.C([O-])(O)=O.[Na+]. The catalyst is C(Cl)(Cl)(Cl)Cl.CC(N=NC(C#N)(C)C)(C#N)C. The product is [CH2:1]([O:3][C:4]([C:6]1[CH:10]=[C:9]([CH2:11][Br:16])[O:8][C:7]=1[C:12]([F:15])([F:13])[F:14])=[O:5])[CH3:2]. The yield is 0.380. (6) The reactants are [C:1]1([C:7]2[C:12]([C:13]([F:16])([F:15])[F:14])=[N:11][NH:10][C:9](=O)[CH:8]=2)[CH:6]=[CH:5][CH:4]=[CH:3][CH:2]=1.P(Cl)(Cl)([Cl:20])=O.C(=O)([O-])O.[Na+].ClCCl. The catalyst is C(#N)C. The product is [Cl:20][C:9]1[N:10]=[N:11][C:12]([C:13]([F:16])([F:15])[F:14])=[C:7]([C:1]2[CH:6]=[CH:5][CH:4]=[CH:3][CH:2]=2)[CH:8]=1. The yield is 0.320. (7) The product is [CH2:1]([N:3]1[C:11]2[C:6](=[CH:7][CH:8]=[C:9]([O:12][CH3:13])[CH:10]=2)[C:5]([C:14]#[N:15])=[C:4]1[C:16]1[CH:17]=[CH:18][C:19]([O:22][CH2:32][CH2:31][O:30][CH3:29])=[CH:20][CH:21]=1)[CH3:2]. The reactants are [CH2:1]([N:3]1[C:11]2[C:6](=[CH:7][CH:8]=[C:9]([O:12][CH3:13])[CH:10]=2)[C:5]([C:14]#[N:15])=[C:4]1[C:16]1[CH:21]=[CH:20][C:19]([OH:22])=[CH:18][CH:17]=1)[CH3:2].C([O-])([O-])=O.[K+].[K+].[CH3:29][O:30][CH2:31][CH2:32]Br. The catalyst is CN(C=O)C. The yield is 0.900.